This data is from Forward reaction prediction with 1.9M reactions from USPTO patents (1976-2016). The task is: Predict the product of the given reaction. Given the reactants [CH3:1][C@H:2]1[CH2:7][O:6][CH2:5][CH2:4][N:3]1[C:8]([C@H:10]1[CH2:15][N:14]([C:16]([O:18][C:19]([CH3:22])([CH3:21])[CH3:20])=[O:17])[CH2:13][CH2:12][N:11]1[C:23]([O:25][C:26]([CH3:29])([CH3:28])[CH3:27])=[O:24])=O.B.C1COCC1.C1COCC1, predict the reaction product. The product is: [CH3:1][C@H:2]1[CH2:7][O:6][CH2:5][CH2:4][N:3]1[CH2:8][C@H:10]1[CH2:15][N:14]([C:16]([O:18][C:19]([CH3:20])([CH3:21])[CH3:22])=[O:17])[CH2:13][CH2:12][N:11]1[C:23]([O:25][C:26]([CH3:27])([CH3:29])[CH3:28])=[O:24].